Dataset: Reaction yield outcomes from USPTO patents with 853,638 reactions. Task: Predict the reaction yield, written as a fraction of the theoretical maximum amount of product (1.0 means a 100% yield; for example, 0.34 means a 34% yield). (1) The reactants are S([N:11]=[N+:12]=[N-])(C1C=CC(C)=CC=1)(=O)=O.[CH3:14][O:15][C:16]1[CH:21]=[CH:20][C:19]([CH2:22][C:23](=[O:30])[CH2:24][C:25]([O:27][CH2:28][CH3:29])=[O:26])=[CH:18][CH:17]=1.C(N(CC)CC)C. The catalyst is ClCCl. The product is [N+:11](=[C:24]([C:23](=[O:30])[CH2:22][C:19]1[CH:18]=[CH:17][C:16]([O:15][CH3:14])=[CH:21][CH:20]=1)[C:25]([O:27][CH2:28][CH3:29])=[O:26])=[N-:12]. The yield is 0.650. (2) The reactants are [F:1][C:2]1[CH:3]=[C:4]([C@:18]2([S:30]([C:33]3[CH:38]=[CH:37][C:36]([F:39])=[CH:35][CH:34]=3)(=[O:32])=[O:31])[CH2:22][CH2:21][N:20](C(OC(C)(C)C)=O)[CH2:19]2)[CH:5]=[CH:6][C:7]=1[C:8]([F:17])([C:13]([F:16])([F:15])[F:14])[C:9]([F:12])([F:11])[F:10]. The catalyst is C(Cl)Cl.Cl.O1CCOCC1. The product is [F:1][C:2]1[CH:3]=[C:4]([C@:18]2([S:30]([C:33]3[CH:34]=[CH:35][C:36]([F:39])=[CH:37][CH:38]=3)(=[O:32])=[O:31])[CH2:22][CH2:21][NH:20][CH2:19]2)[CH:5]=[CH:6][C:7]=1[C:8]([F:17])([C:13]([F:14])([F:16])[F:15])[C:9]([F:10])([F:12])[F:11]. The yield is 0.0600. (3) The reactants are [Br:1][C:2]1[CH:7]=[CH:6][C:5]([C:8]2[N:9]([C:18]3[CH:23]=[CH:22][C:21]([S:24]([CH3:27])(=[O:26])=[O:25])=[C:20]([F:28])[CH:19]=3)[CH2:10][C:11](O)([C:13]([F:16])([F:15])[F:14])[N:12]=2)=[CH:4][CH:3]=1.O.C1(C)C=CC(S(O)(=O)=O)=CC=1. The catalyst is C1(C)C=CC=CC=1. The product is [Br:1][C:2]1[CH:7]=[CH:6][C:5]([C:8]2[N:9]([C:18]3[CH:23]=[CH:22][C:21]([S:24]([CH3:27])(=[O:25])=[O:26])=[C:20]([F:28])[CH:19]=3)[CH:10]=[C:11]([C:13]([F:15])([F:14])[F:16])[N:12]=2)=[CH:4][CH:3]=1. The yield is 0.518. (4) The reactants are [H-].C([Al+]CC(C)C)C(C)C.C([O:13][C:14](=O)/[C:15](/[F:29])=[CH:16]/[C:17]1[CH:22]=[CH:21][C:20]([C:23]2[N:28]=[CH:27][CH:26]=[CH:25][N:24]=2)=[CH:19][CH:18]=1)C. The catalyst is C(Cl)Cl. The product is [F:29]/[C:15](=[CH:16]\[C:17]1[CH:18]=[CH:19][C:20]([C:23]2[N:24]=[CH:25][CH:26]=[CH:27][N:28]=2)=[CH:21][CH:22]=1)/[CH2:14][OH:13]. The yield is 0.980. (5) The reactants are O.ON1C2C=CC=CC=2N=N1.[CH:12]1([NH2:15])[CH2:14][CH2:13]1.Cl.CN(C)CCCN=C=NCC.[F:28][C:29]([F:52])([F:51])[O:30][C:31]1[CH:36]=[CH:35][C:34]([S:37]([N:40]2[CH2:45][CH2:44][CH:43](/[CH:46]=[CH:47]/[C:48](O)=[O:49])[CH2:42][CH2:41]2)(=[O:39])=[O:38])=[CH:33][CH:32]=1. The catalyst is C(Cl)Cl. The product is [CH:12]1([NH:15][C:48](=[O:49])/[CH:47]=[CH:46]/[CH:43]2[CH2:42][CH2:41][N:40]([S:37]([C:34]3[CH:35]=[CH:36][C:31]([O:30][C:29]([F:52])([F:28])[F:51])=[CH:32][CH:33]=3)(=[O:39])=[O:38])[CH2:45][CH2:44]2)[CH2:14][CH2:13]1. The yield is 0.600. (6) The reactants are [CH2:1]([Mg]Br)[CH2:2][CH2:3][CH2:4][CH2:5][CH2:6][CH2:7][CH2:8][CH2:9][CH2:10][CH2:11][CH3:12].C(O[CH2:18][CH3:19])C.[Br:20][C:21]1[S:25][C:24]2[C:26](=O)[C:27]3[CH:31]=[C:30]([Br:32])[S:29][C:28]=3[C:33](=O)[C:23]=2[CH:22]=1.Cl. The catalyst is C1COCC1.O. The product is [Br:20][C:21]1[S:25][C:24]2=[C:26]([CH2:1][CH2:2][CH2:3][CH2:4][CH2:5][CH2:6][CH2:7][CH2:8][CH2:9][CH2:10][CH2:18][CH3:19])[C:27]3[CH:31]=[C:30]([Br:32])[S:29][C:28]=3[C:33]([CH2:1][CH2:2][CH2:3][CH2:4][CH2:5][CH2:6][CH2:7][CH2:8][CH2:9][CH2:10][CH2:11][CH3:12])=[C:23]2[CH:22]=1. The yield is 0.210. (7) The reactants are [Si:1]([O:18][CH2:19][CH2:20][CH2:21]O)([C:14]([CH3:17])([CH3:16])[CH3:15])([C:8]1[CH:13]=[CH:12][CH:11]=[CH:10][CH:9]=1)[C:2]1[CH:7]=[CH:6][CH:5]=[CH:4][CH:3]=1.[I:23]I.C1C=CC(P(C2C=CC=CC=2)C2C=CC=CC=2)=CC=1.N1C=CN=C1. The catalyst is C(Cl)Cl. The product is [Si:1]([O:18][CH2:19][CH2:20][CH2:21][I:23])([C:14]([CH3:17])([CH3:16])[CH3:15])([C:8]1[CH:13]=[CH:12][CH:11]=[CH:10][CH:9]=1)[C:2]1[CH:7]=[CH:6][CH:5]=[CH:4][CH:3]=1. The yield is 0.870.